This data is from Full USPTO retrosynthesis dataset with 1.9M reactions from patents (1976-2016). The task is: Predict the reactants needed to synthesize the given product. (1) Given the product [CH2:15]=[CH:16][CH2:17][CH2:18][CH2:19][O:1][C:2]1[CH:9]=[CH:8][C:5]([CH:6]=[O:7])=[CH:4][CH:3]=1, predict the reactants needed to synthesize it. The reactants are: [OH:1][C:2]1[CH:9]=[CH:8][C:5]([CH:6]=[O:7])=[CH:4][CH:3]=1.CS(O[CH:15]=[CH:16][CH2:17][CH2:18][CH3:19])(=O)=O.C(=O)([O-])[O-].[K+].[K+].Cl. (2) Given the product [C:3]1([C:8]2[CH:9]=[CH:10][CH:11]=[CH:12][CH:13]=2)[CH:4]=[CH:5][CH:6]=[CH:7][C:2]=1[O:1][P:14]([Cl:17])([Cl:16])=[O:15], predict the reactants needed to synthesize it. The reactants are: [OH:1][C:2]1[CH:7]=[CH:6][CH:5]=[CH:4][C:3]=1[C:8]1[CH:13]=[CH:12][CH:11]=[CH:10][CH:9]=1.[P:14](Cl)([Cl:17])([Cl:16])=[O:15]. (3) Given the product [CH3:19][O:20][C:21]1[CH:22]=[C:23]([NH:24][C:2]2[N:7]=[C:6]([NH:8][C:9]3[CH:14]=[CH:13][C:12]([O:15][CH2:16][CH3:17])=[CH:11][CH:10]=3)[C:5]([F:18])=[CH:4][N:3]=2)[CH:25]=[CH:26][C:27]=1[O:28][CH3:29], predict the reactants needed to synthesize it. The reactants are: Cl[C:2]1[N:7]=[C:6]([NH:8][C:9]2[CH:14]=[CH:13][C:12]([O:15][CH2:16][CH3:17])=[CH:11][CH:10]=2)[C:5]([F:18])=[CH:4][N:3]=1.[CH3:19][O:20][C:21]1[CH:22]=[C:23]([CH:25]=[CH:26][C:27]=1[O:28][CH3:29])[NH2:24]. (4) The reactants are: [ClH:1].[NH2:2][CH:3]([CH:8]1C[CH2:9]1)[C:4]([O:6][CH3:7])=[O:5].NC(CC)C(O)=O. Given the product [ClH:1].[NH2:2][CH:3]([CH2:8][CH3:9])[C:4]([O:6][CH3:7])=[O:5], predict the reactants needed to synthesize it. (5) Given the product [CH:1](=[C:12](/[CH2:13][CH2:14][CH2:15][CH3:16])\[C:10](=[O:9])[CH3:11])/[C:2]1[CH:7]=[CH:6][CH:5]=[CH:4][CH:3]=1.[CH:1](=[C:12](/[CH2:13][CH2:14][CH2:15][CH3:16])\[C:10](=[O:9])/[CH:11]=[CH:1]/[C:2]1[CH:7]=[CH:6][CH:5]=[CH:4][CH:3]=1)/[C:2]1[CH:7]=[CH:6][CH:5]=[CH:4][CH:3]=1, predict the reactants needed to synthesize it. The reactants are: [CH:1](=O)[C:2]1[CH:7]=[CH:6][CH:5]=[CH:4][CH:3]=1.[O:9]=[C:10]([CH:12](P(=O)(OCC)OCC)[CH2:13][CH2:14][CH2:15][CH3:16])[CH3:11]. (6) Given the product [Cl:11][C:12]1[CH:17]=[C:16]([Cl:18])[CH:15]=[C:14]([Cl:19])[C:13]=1[CH2:20][CH2:4][CH2:6][C:7]([OH:9])=[O:8], predict the reactants needed to synthesize it. The reactants are: CC1(C)[O:9][C:7](=[O:8])[CH2:6][C:4](=O)O1.[Cl:11][C:12]1[CH:17]=[C:16]([Cl:18])[CH:15]=[C:14]([Cl:19])[C:13]=1[CH2:20]C=O. (7) Given the product [F:1][C@H:2]1[C@@H:7]([NH:8][C:9](=[O:10])[O:11][CH3:12])[CH2:6][CH2:5][NH:4][CH2:3]1, predict the reactants needed to synthesize it. The reactants are: [F:1][C@H:2]1[C@@H:7]([NH:8][C:9]([O:11][CH3:12])=[O:10])[CH2:6][CH2:5][N:4](C(OC(C)(C)C)=O)[CH2:3]1.C(O)(C(F)(F)F)=O.